From a dataset of Forward reaction prediction with 1.9M reactions from USPTO patents (1976-2016). Predict the product of the given reaction. (1) Given the reactants [CH2:1]([NH:4][C:5]1[C:14]2[C:9](=[CH:10][CH:11]=[C:12]([N+:15]([O-:17])=[O:16])[CH:13]=2)[N:8]=[C:7](Cl)[N:6]=1)[CH:2]=[CH2:3].Cl.[N:20]1[CH:25]=[CH:24][CH:23]=[CH:22][C:21]=1[CH2:26][NH2:27].C(N(CC)CC)C.O, predict the reaction product. The product is: [CH2:1]([NH:4][C:5]1[C:14]2[C:9](=[CH:10][CH:11]=[C:12]([N+:15]([O-:17])=[O:16])[CH:13]=2)[N:8]=[C:7]([NH:27][CH2:26][C:21]2[CH:22]=[CH:23][CH:24]=[CH:25][N:20]=2)[N:6]=1)[CH:2]=[CH2:3]. (2) Given the reactants [Br:1][C:2]1[C:11]2[C:6](=[C:7]([O:16][CH3:17])[CH:8]=[C:9]([C:12]([O:14]C)=O)[CH:10]=2)[N:5]=[CH:4][CH:3]=1.[Cl:18][C:19]1[CH:24]=[CH:23][C:22]([Mg]Br)=[CH:21][CH:20]=1, predict the reaction product. The product is: [Br:1][C:2]1[C:11]2[C:6](=[C:7]([O:16][CH3:17])[CH:8]=[C:9]([C:12]([C:22]3[CH:23]=[CH:24][C:19]([Cl:18])=[CH:20][CH:21]=3)([C:22]3[CH:23]=[CH:24][C:19]([Cl:18])=[CH:20][CH:21]=3)[OH:14])[CH:10]=2)[N:5]=[CH:4][CH:3]=1. (3) Given the reactants [CH3:1][N:2]1[C:10]([CH2:11][CH2:12][CH2:13][C:14]([OH:16])=[O:15])=[N:9][C:8]2[CH:7]=[C:6]([N:17]([CH2:21][CH2:22][Cl:23])[CH2:18][CH2:19][Cl:20])[CH:5]=[CH:4][C:3]1=2.Cl.Cl, predict the reaction product. The product is: [CH3:1][N:2]1[C:10]([CH2:11][CH2:12][CH2:13][C:14]([OH:16])=[O:15])=[N:9][C:8]2[CH:7]=[C:6]([N:17]([CH2:18][CH2:19][Cl:20])[CH2:21][CH2:22][Cl:23])[CH:5]=[CH:4][C:3]1=2. (4) Given the reactants [O-2].[Ca+2].C1(N[NH:10][C:11]([CH:13]2[CH2:16][CH2:15][CH2:14]2)=[O:12])C=CC=CC=1.Cl.N1[C:27]2[C:22](=[CH:23][CH:24]=[CH:25][CH:26]=2)C=CC=1, predict the reaction product. The product is: [NH:10]1[C:27]2[C:22](=[CH:23][CH:24]=[CH:25][CH:26]=2)[C:13]2([CH2:14][CH2:15][CH2:16]2)[C:11]1=[O:12].